From a dataset of Reaction yield outcomes from USPTO patents with 853,638 reactions. Predict the reaction yield, written as a fraction of the theoretical maximum amount of product (1.0 means a 100% yield; for example, 0.34 means a 34% yield). (1) The reactants are Br[C:2]1[CH:3]=[C:4]2[C:9](=[CH:10][CH:11]=1)[N:8]=[CH:7][NH:6][C:5]2=[O:12].[C:13]1(B(O)O)[C:22]2[C:17](=[CH:18][CH:19]=[CH:20][CH:21]=2)[CH:16]=[CH:15][CH:14]=1.C(=O)([O-])[O-].[K+].[K+].C1(P(C2C=CC=CC=2)C2C=CC=CC=2)C=CC=CC=1.C(=O)(O)[O-]. The catalyst is CN(C)C(=O)C.C(O)C.O.C1C=CC(/C=C/C(/C=C/C2C=CC=CC=2)=O)=CC=1.C1C=CC(/C=C/C(/C=C/C2C=CC=CC=2)=O)=CC=1.C1C=CC(/C=C/C(/C=C/C2C=CC=CC=2)=O)=CC=1.[Pd].[Pd].C(Cl)Cl. The product is [C:21]1([C:2]2[CH:3]=[C:4]3[C:9](=[CH:10][CH:11]=2)[N:8]=[CH:7][NH:6][C:5]3=[O:12])[C:22]2[C:17](=[CH:16][CH:15]=[CH:14][CH:13]=2)[CH:18]=[CH:19][CH:20]=1. The yield is 0.620. (2) The reactants are [Cl:1][C:2]1[S:6][C:5]([CH2:7][C:8]([O:10][CH2:11][CH3:12])=[O:9])=[C:4]([N+:13]([O-])=O)[CH:3]=1.[NH4+].[Cl-]. The catalyst is CO.[Zn]. The product is [NH2:13][C:4]1[CH:3]=[C:2]([Cl:1])[S:6][C:5]=1[CH2:7][C:8]([O:10][CH2:11][CH3:12])=[O:9]. The yield is 0.800. (3) The reactants are [C:1]([C:3]1([C:14]2[CH:15]=[N:16][C:17]([CH3:20])=[N:18][CH:19]=2)[CH2:8][C:7](C(OC)=O)=[C:6]([OH:13])[CH2:5][CH2:4]1)#[N:2].[Na+].[Cl-].O. The catalyst is CS(C)=O. The product is [CH3:20][C:17]1[N:16]=[CH:15][C:14]([C:3]2([C:1]#[N:2])[CH2:4][CH2:5][C:6](=[O:13])[CH2:7][CH2:8]2)=[CH:19][N:18]=1. The yield is 0.410. (4) The reactants are [NH2:1][C:2]1[CH:7]=[C:6]([Br:8])[CH:5]=[CH:4][C:3]=1[OH:9].C([O-])(O)=O.[Na+].Cl[CH2:16][C:17](Cl)=[O:18]. The catalyst is CC(C)CC(=O)C.O. The product is [Br:8][C:6]1[CH:5]=[CH:4][C:3]2[O:9][CH2:16][C:17](=[O:18])[NH:1][C:2]=2[CH:7]=1. The yield is 0.890. (5) The reactants are [C:1]([N:8]1[CH2:15][CH2:14][CH2:13][C@H:9]1[C:10]([OH:12])=[O:11])([O:3][C:4]([CH3:7])([CH3:6])[CH3:5])=[O:2].C1(N=C=NC2CCCCC2)CCCCC1.[CH2:31]1[O:35][C@@H:34]2[C@H:36]([O:39][N+:40]([O-:42])=[O:41])[CH2:37][O:38][C@@H:33]2[C@H:32]1O. The catalyst is C(Cl)Cl.CN(C1C=CN=CC=1)C. The product is [C:4]([O:3][C:1]([N:8]1[CH2:15][CH2:14][CH2:13][C@H:9]1[C:10]([O:12][C@H:32]1[CH2:31][O:35][C@H:34]2[C@H:33]1[O:38][CH2:37][C@H:36]2[O:39][N+:40]([O-:42])=[O:41])=[O:11])=[O:2])([CH3:7])([CH3:6])[CH3:5]. The yield is 0.374.